From a dataset of Reaction yield outcomes from USPTO patents with 853,638 reactions. Predict the reaction yield, written as a fraction of the theoretical maximum amount of product (1.0 means a 100% yield; for example, 0.34 means a 34% yield). (1) The reactants are [CH:1]([C:3]1([C:6]([O:8][CH2:9][C:10]2[CH:15]=[CH:14][CH:13]=[CH:12][CH:11]=2)=[O:7])[CH2:5][CH2:4]1)=[CH2:2]. The catalyst is C(OCC)(=O)C.[Pt](=O)=O. The product is [CH2:1]([C:3]1([C:6]([O:8][CH2:9][C:10]2[CH:11]=[CH:12][CH:13]=[CH:14][CH:15]=2)=[O:7])[CH2:5][CH2:4]1)[CH3:2]. The yield is 0.693. (2) The reactants are Br[C:2]1[CH:7]=[C:6]([Br:8])[CH:5]=[CH:4][C:3]=1[NH:9][C:10](=[O:19])[CH2:11][CH:12]1[C:16](=[O:17])[NH:15][C:14](=[O:18])[NH:13]1.C([O-])([O-])=O.[K+].[K+].N1C=CC=CC=1. The catalyst is CN(C=O)C. The product is [Br:8][C:6]1[CH:5]=[CH:4][C:3]2[N:9]=[C:10]([CH2:11][CH:12]3[NH:13][C:14](=[O:18])[NH:15][C:16]3=[O:17])[O:19][C:2]=2[CH:7]=1. The yield is 0.470. (3) The reactants are [CH3:1][N:2]([S:21]([C:24]1[S:25][CH:26]=[CH:27][CH:28]=1)(=[O:23])=[O:22])[C:3]1[CH:4]=[CH:5][CH:6]=[C:7]2[C:11]=1[NH:10][C:9]([C:12]1[S:13][CH:14]([C:17](OC)=[O:18])[CH2:15][N:16]=1)=[CH:8]2.[BH4-].[Li+].CO.[Cl-].[Na+]. The yield is 0.890. The catalyst is O1CCCC1. The product is [OH:18][CH2:17][CH:14]1[S:13][C:12]([C:9]2[NH:10][C:11]3[C:7]([CH:8]=2)=[CH:6][CH:5]=[CH:4][C:3]=3[N:2]([CH3:1])[S:21]([C:24]2[S:25][CH:26]=[CH:27][CH:28]=2)(=[O:23])=[O:22])=[N:16][CH2:15]1.